Dataset: Peptide-MHC class I binding affinity with 185,985 pairs from IEDB/IMGT. Task: Regression. Given a peptide amino acid sequence and an MHC pseudo amino acid sequence, predict their binding affinity value. This is MHC class I binding data. (1) The peptide sequence is GQRVYSWVY. The MHC is HLA-A26:03 with pseudo-sequence HLA-A26:03. The binding affinity (normalized) is 0.0847. (2) The peptide sequence is GQFGSGWTW. The MHC is HLA-B58:01 with pseudo-sequence HLA-B58:01. The binding affinity (normalized) is 0.526. (3) The peptide sequence is KAIGTVLV. The MHC is HLA-A68:02 with pseudo-sequence HLA-A68:02. The binding affinity (normalized) is 0.320. (4) The peptide sequence is TSTVEEQIQW. The MHC is HLA-B44:02 with pseudo-sequence HLA-B44:02. The binding affinity (normalized) is 0. (5) The peptide sequence is ALAKAAAAI. The MHC is HLA-A68:02 with pseudo-sequence HLA-A68:02. The binding affinity (normalized) is 0.570. (6) The peptide sequence is DSSLLNNQFG. The MHC is H-2-Kb with pseudo-sequence H-2-Kb. The binding affinity (normalized) is 0.0189. (7) The peptide sequence is RLFMALVAF. The MHC is HLA-A23:01 with pseudo-sequence HLA-A23:01. The binding affinity (normalized) is 0.299.